Dataset: Catalyst prediction with 721,799 reactions and 888 catalyst types from USPTO. Task: Predict which catalyst facilitates the given reaction. (1) Reactant: [CH3:1][O:2][C:3]1[CH:8]=[CH:7][CH:6]=[CH:5][C:4]=1[N:9]1[CH2:14][CH2:13][N:12]([CH2:15][C@H:16]([NH:24][CH3:25])[CH2:17][C:18]2[CH:23]=[CH:22][CH:21]=[CH:20][N:19]=2)[CH2:11][CH2:10]1.C(=O)([O-])[O-].[K+].[K+].[CH3:32][C:33]1([C:39](Cl)=[O:40])[CH2:38][CH2:37][CH2:36][CH2:35][CH2:34]1. Product: [CH3:1][O:2][C:3]1[CH:8]=[CH:7][CH:6]=[CH:5][C:4]=1[N:9]1[CH2:14][CH2:13][N:12]([CH2:15][C@H:16]([N:24]([CH3:25])[C:39]([C:33]2([CH3:32])[CH2:38][CH2:37][CH2:36][CH2:35][CH2:34]2)=[O:40])[CH2:17][C:18]2[CH:23]=[CH:22][CH:21]=[CH:20][N:19]=2)[CH2:11][CH2:10]1. The catalyst class is: 46. (2) Reactant: Br[C:2]1[N:6]([CH:7]([CH3:9])[CH3:8])[C:5]2[CH:10]([C:25]3[CH:30]=[CH:29][C:28]([Cl:31])=[CH:27][CH:26]=3)[N:11]([C:14]3[CH:15]=[C:16]([CH3:24])[C:17]4[O:21][N:20]=[C:19]([CH3:22])[C:18]=4[CH:23]=3)[C:12](=[O:13])[C:4]=2[N:3]=1.[CH3:32][O:33][C:34]1[N:39]=[CH:38][C:37](B(O)O)=[CH:36][CH:35]=1. Product: [Cl:31][C:28]1[CH:29]=[CH:30][C:25]([CH:10]2[C:5]3[N:6]([CH:7]([CH3:9])[CH3:8])[C:2]([C:37]4[CH:38]=[N:39][C:34]([O:33][CH3:32])=[CH:35][CH:36]=4)=[N:3][C:4]=3[C:12](=[O:13])[N:11]2[C:14]2[CH:15]=[C:16]([CH3:24])[C:17]3[O:21][N:20]=[C:19]([CH3:22])[C:18]=3[CH:23]=2)=[CH:26][CH:27]=1. The catalyst class is: 513. (3) Reactant: [CH3:1][Si:2]([CH3:39])([CH3:38])[CH2:3][CH2:4][O:5][CH2:6][N:7]([CH2:30][O:31][CH2:32][CH2:33][Si:34]([CH3:37])([CH3:36])[CH3:35])[C:8]1[N:13]2[N:14]=[CH:15][CH:16]=[C:12]2[N:11]=[C:10]([CH:17]2[CH2:22][CH2:21][C:20]([CH2:28][OH:29])([C:23]([O:25][CH2:26][CH3:27])=[O:24])[CH2:19][CH2:18]2)[CH:9]=1.C1C(=O)N([I:47])C(=O)C1. Product: [CH3:39][Si:2]([CH3:38])([CH3:1])[CH2:3][CH2:4][O:5][CH2:6][N:7]([CH2:30][O:31][CH2:32][CH2:33][Si:34]([CH3:37])([CH3:36])[CH3:35])[C:8]1[N:13]2[N:14]=[CH:15][C:16]([I:47])=[C:12]2[N:11]=[C:10]([CH:17]2[CH2:18][CH2:19][C:20]([CH2:28][OH:29])([C:23]([O:25][CH2:26][CH3:27])=[O:24])[CH2:21][CH2:22]2)[CH:9]=1. The catalyst class is: 23. (4) Reactant: [C:1]([O:5][C:6](=[O:28])[NH:7][C@H:8]([C:16](=[O:27])[NH:17][C@H:18]1[CH2:24][CH2:23][C@@H:22]([CH3:25])[NH:21][CH2:20][C@@H:19]1[OH:26])[CH2:9][CH:10]1[CH2:15][CH2:14][CH2:13][CH2:12][CH2:11]1)([CH3:4])([CH3:3])[CH3:2].[CH:29](=O)[CH2:30][CH3:31].[BH4-].[Na+]. Product: [C:1]([O:5][C:6](=[O:28])[NH:7][C@H:8]([C:16](=[O:27])[NH:17][C@H:18]1[CH2:24][CH2:23][C@@H:22]([CH3:25])[N:21]([CH2:29][CH2:30][CH3:31])[CH2:20][C@@H:19]1[OH:26])[CH2:9][CH:10]1[CH2:11][CH2:12][CH2:13][CH2:14][CH2:15]1)([CH3:2])([CH3:3])[CH3:4]. The catalyst class is: 2.